From a dataset of Forward reaction prediction with 1.9M reactions from USPTO patents (1976-2016). Predict the product of the given reaction. Given the reactants [NH2:1][C:2]1[C:11]2[N:12]=[C:13]([CH2:24][O:25][CH2:26][CH3:27])[N:14]([CH2:15][C:16]([NH:19][S:20]([CH3:23])(=[O:22])=[O:21])([CH3:18])[CH3:17])[C:10]=2[C:9]2[CH:8]=[CH:7][C:6]([O:28]CC3C=CC=CC=3)=[CH:5][C:4]=2[N:3]=1.C(OC1C=CC2C3N(CC(C)C)C(CCC)=NC=3C(N)=NC=2C=1)C1C=CC=CC=1, predict the reaction product. The product is: [NH2:1][C:2]1[C:11]2[N:12]=[C:13]([CH2:24][O:25][CH2:26][CH3:27])[N:14]([CH2:15][C:16]([NH:19][S:20]([CH3:23])(=[O:22])=[O:21])([CH3:18])[CH3:17])[C:10]=2[C:9]2[CH:8]=[CH:7][C:6]([OH:28])=[CH:5][C:4]=2[N:3]=1.